Dataset: Full USPTO retrosynthesis dataset with 1.9M reactions from patents (1976-2016). Task: Predict the reactants needed to synthesize the given product. (1) The reactants are: [Br:1][C:2]1[C:3]([Cl:20])=[C:4]([NH:12][C:13](=[O:19])[O:14][C:15]([CH3:18])([CH3:17])[CH3:16])[CH:5]=[C:6]([O:8][CH:9]([F:11])[F:10])[CH:7]=1.C[Si]([N-][Si](C)(C)C)(C)C.[Na+].[CH3:31][O:32][C:33]1[CH:40]=[CH:39][C:36]([CH2:37]Cl)=[CH:35][CH:34]=1.CCOC(C)=O. Given the product [Br:1][C:2]1[C:3]([Cl:20])=[C:4]([N:12]([CH2:37][C:36]2[CH:39]=[CH:40][C:33]([O:32][CH3:31])=[CH:34][CH:35]=2)[C:13](=[O:19])[O:14][C:15]([CH3:16])([CH3:17])[CH3:18])[CH:5]=[C:6]([O:8][CH:9]([F:11])[F:10])[CH:7]=1, predict the reactants needed to synthesize it. (2) The reactants are: [CH2:1](N(CC)CC)[CH3:2].N1[CH:13]=[CH:12][CH:11]=CC=1.Cl[CH2:15]Cl.[C:17](#[N:19])[CH3:18]. Given the product [CH:17]([N:19]([CH:12]([CH3:11])[CH3:13])[CH2:1][CH3:2])([CH3:15])[CH3:18], predict the reactants needed to synthesize it. (3) Given the product [ClH:1].[OH:2][CH:3]([CH2:18][O:19][C:20]1[CH:21]=[CH:22][CH:23]=[CH:24][CH:25]=1)[CH2:4][NH:5][C:6]([CH3:17])([CH3:16])[CH2:7][C:8]1[CH:13]=[CH:12][CH:11]=[CH:10][CH:9]=1, predict the reactants needed to synthesize it. The reactants are: [ClH:1].[OH:2][CH:3]([CH2:18][O:19][C:20]1[CH:25]=[CH:24][C:23](OC)=[CH:22][CH:21]=1)[CH2:4][NH:5][C:6]([CH3:17])([CH3:16])[CH2:7][C:8]1[CH:13]=[CH:12][C:11](OC)=[CH:10][CH:9]=1.OC(COC(C)C)CNC(C)(C)CC1C=CC(OC)=CC=1.Cl. (4) The reactants are: [N:1]1[C:10]2[C:5](=[CH:6][CH:7]=[CH:8][CH:9]=2)[C:4]([CH:11]=O)=[CH:3][CH:2]=1.[CH3:13][CH:14]([CH3:30])[C:15]([NH:17][C:18]1[CH:23]=[CH:22][CH:21]=[C:20]([CH:24]2[CH2:29][CH2:28][NH:27][CH2:26][CH2:25]2)[CH:19]=1)=[O:16]. Given the product [CH3:13][CH:14]([CH3:30])[C:15]([NH:17][C:18]1[CH:23]=[CH:22][CH:21]=[C:20]([CH:24]2[CH2:29][CH2:28][N:27]([CH2:11][C:4]3[C:5]4[C:10](=[CH:9][CH:8]=[CH:7][CH:6]=4)[N:1]=[CH:2][CH:3]=3)[CH2:26][CH2:25]2)[CH:19]=1)=[O:16], predict the reactants needed to synthesize it.